Dataset: Reaction yield outcomes from USPTO patents with 853,638 reactions. Task: Predict the reaction yield, written as a fraction of the theoretical maximum amount of product (1.0 means a 100% yield; for example, 0.34 means a 34% yield). (1) The reactants are [Cl:1][C:2]1[C:11]([C:12]([C:15]#[N:16])([CH3:14])[CH3:13])=[CH:10][CH:9]=[CH:8][C:3]=1[C:4]([O:6]C)=[O:5].CO.O.O.[OH-].[Li+]. The catalyst is O1CCCC1. The product is [Cl:1][C:2]1[C:11]([C:12]([C:15]#[N:16])([CH3:14])[CH3:13])=[CH:10][CH:9]=[CH:8][C:3]=1[C:4]([OH:6])=[O:5]. The yield is 0.910. (2) The reactants are S([O-])([O-])=O.[Na+].[Na+].C(=O)(O)[O-].[Na+].[F:12][C:13]([F:25])([F:24])[C:14]1[CH:15]=[C:16]([S:20](Cl)(=[O:22])=[O:21])[CH:17]=[CH:18][CH:19]=1.[OH-].[Na+].[CH2:28](C(Br)C(O)=O)C. The catalyst is O. The product is [CH3:28][S:20]([C:16]1[CH:17]=[CH:18][CH:19]=[C:14]([C:13]([F:25])([F:24])[F:12])[CH:15]=1)(=[O:22])=[O:21]. The yield is 0.200. (3) No catalyst specified. The product is [CH:18]([NH:21][C:2]1[N:7]2[N:8]=[C:9]([NH:11][C:12]3[CH:17]=[CH:16][CH:15]=[CH:14][CH:13]=3)[N:10]=[C:6]2[CH:5]=[CH:4][CH:3]=1)([CH3:20])[CH3:19]. The reactants are Br[C:2]1[N:7]2[N:8]=[C:9]([NH:11][C:12]3[CH:17]=[CH:16][CH:15]=[CH:14][CH:13]=3)[N:10]=[C:6]2[CH:5]=[CH:4][CH:3]=1.[CH:18]([NH2:21])([CH3:20])[CH3:19]. The yield is 0.359. (4) The reactants are [O:1]=[C:2]1[C:8]2[CH:9]=[CH:10][CH:11]=[CH:12][C:7]=2[O:6][C:5]2[S:13][C:14]([C:16]([O:18]C)=[O:17])=[CH:15][C:4]=2[NH:3]1.[OH-].[Na+]. The catalyst is C(O)C.C1COCC1. The product is [O:1]=[C:2]1[C:8]2[CH:9]=[CH:10][CH:11]=[CH:12][C:7]=2[O:6][C:5]2[S:13][C:14]([C:16]([OH:18])=[O:17])=[CH:15][C:4]=2[NH:3]1. The yield is 0.990. (5) The product is [NH:5]1[C:6]2[C:7](=[CH:16][CH:15]=[CH:19][CH:8]=2)[CH:4]=[CH:3]1. The reactants are [Li+].C[CH:3]([N-:5][CH:6]([CH3:8])[CH3:7])[CH3:4].COC(C#N)=O.[CH2:15]1[CH2:19]OC[CH2:16]1. No catalyst specified. The yield is 0.280. (6) The reactants are [CH2:1]1[CH2:6][C@H:5]([C:7]([OH:9])=[O:8])[CH2:4][CH2:3][C@H:2]1[CH2:10][NH2:11].[CH3:12][CH:13]([CH3:31])[CH2:14][C:15]([O:17][CH:18]([O:20][C:21](ON1C(=O)CCC1=O)=[O:22])[CH3:19])=[O:16]. The catalyst is CC(OC)(C)C.CC(C)=O.O. The product is [CH3:12][CH:13]([CH3:31])[CH2:14][C:15]([O:17][CH:18]([O:20][C:21]([NH:11][CH2:10][C@H:2]1[CH2:3][CH2:4][C@H:5]([C:7]([OH:9])=[O:8])[CH2:6][CH2:1]1)=[O:22])[CH3:19])=[O:16]. The yield is 0.210.